Task: Predict the reactants needed to synthesize the given product.. Dataset: Full USPTO retrosynthesis dataset with 1.9M reactions from patents (1976-2016) (1) Given the product [C:1]1([CH2:7][C:8]([O:10][C:1]([CH3:7])([CH3:6])[CH3:2])=[O:9])[CH:6]=[CH:5][CH:4]=[CH:3][CH:2]=1, predict the reactants needed to synthesize it. The reactants are: [C:1]1([CH2:7][C:8]([OH:10])=[O:9])[CH:6]=[CH:5][CH:4]=[CH:3][CH:2]=1.Cl(O)(=O)(=O)=O. (2) Given the product [C:1]1([C:17]2[CH:22]=[CH:21][CH:20]=[CH:19][CH:18]=2)[CH:6]=[CH:5][CH:4]=[CH:3][C:2]=1[NH:7][C:8](=[O:16])[O:9][CH2:10][C@@H:11]1[CH2:15][CH2:14][N:13]([CH3:23])[CH2:12]1, predict the reactants needed to synthesize it. The reactants are: [C:1]1([C:17]2[CH:22]=[CH:21][CH:20]=[CH:19][CH:18]=2)[CH:6]=[CH:5][CH:4]=[CH:3][C:2]=1[NH:7][C:8](=[O:16])[O:9][CH2:10][C@@H:11]1[CH2:15][CH2:14][NH:13][CH2:12]1.[C:23](O)(=O)C.C=O.